This data is from Full USPTO retrosynthesis dataset with 1.9M reactions from patents (1976-2016). The task is: Predict the reactants needed to synthesize the given product. (1) Given the product [CH3:4][C@:3]([C:29]([OH:32])=[O:31])([CH2:2][C:1]1[CH:19]=[CH:10][CH:9]=[CH:8][CH:7]=1)[NH2:23], predict the reactants needed to synthesize it. The reactants are: [CH2:1]([Li])[CH2:2][CH2:3][CH3:4].N1[C:19]2[C:10](=[CH:7][CH:8]=[C:9]3C=2N=C[CH:19]=[CH:10]3)[CH:9]=[CH:8][CH:7]=1.C([NH:23]C(C)C)(C)C.CI.[C:29]([O:32]CC)(=[O:31])C. (2) Given the product [C:31]([NH:30][C:25]1[CH:26]=[CH:27][CH:28]=[CH:29][C:24]=1[NH:23][C:18](=[O:19])[C:17]1[CH:16]=[CH:15][C:14]([S:11]([N:1]2[C:10]3[C:5](=[CH:6][CH:7]=[CH:8][CH:9]=3)[CH2:4][CH2:3][CH2:2]2)(=[O:13])=[O:12])=[CH:22][CH:21]=1)(=[O:33])[CH3:32], predict the reactants needed to synthesize it. The reactants are: [N:1]1([S:11]([C:14]2[CH:22]=[CH:21][C:17]([C:18](O)=[O:19])=[CH:16][CH:15]=2)(=[O:13])=[O:12])[C:10]2[C:5](=[CH:6][CH:7]=[CH:8][CH:9]=2)[CH2:4][CH2:3][CH2:2]1.[NH2:23][C:24]1[CH:29]=[CH:28][CH:27]=[CH:26][C:25]=1[NH:30][C:31](=[O:33])[CH3:32]. (3) Given the product [Cl:1][C:2]1[CH:11]=[CH:10][C:9]([N:12]2[C:18]([CH3:19])=[CH:17][CH:16]=[N:13]2)=[CH:8][C:3]=1[C:4]([O:6][CH3:7])=[O:5], predict the reactants needed to synthesize it. The reactants are: [Cl:1][C:2]1[CH:11]=[CH:10][C:9]([NH:12][NH2:13])=[CH:8][C:3]=1[C:4]([O:6][CH3:7])=[O:5].CO[CH:16](OC)[CH2:17][C:18](=O)[CH3:19]. (4) Given the product [CH3:31][O:30][C:19]1[CH:20]=[C:21]([N:24]2[CH2:29][CH2:28][O:27][CH2:26][CH2:25]2)[CH:22]=[CH:23][C:18]=1[C:16]1[O:17][C:13]([C:3]2[C:4]([C:7]3[CH:12]=[CH:11][CH:10]=[CH:9][CH:8]=3)=[N:5][O:6][C:2]=2[N:32]2[CH2:37][CH2:36][O:35][CH2:34][CH2:33]2)=[N:14][N:15]=1, predict the reactants needed to synthesize it. The reactants are: Cl[C:2]1[O:6][N:5]=[C:4]([C:7]2[CH:12]=[CH:11][CH:10]=[CH:9][CH:8]=2)[C:3]=1[C:13]1[O:17][C:16]([C:18]2[CH:23]=[CH:22][C:21]([N:24]3[CH2:29][CH2:28][O:27][CH2:26][CH2:25]3)=[CH:20][C:19]=2[O:30][CH3:31])=[N:15][N:14]=1.[NH:32]1[CH2:37][CH2:36][O:35][CH2:34][CH2:33]1.C(=O)([O-])[O-].[K+].[K+]. (5) Given the product [CH3:9][C:4]1[C:3]([CH2:2][N:20]2[CH2:19][CH2:18][N:17]([C:15]([O:14][C:10]([CH3:13])([CH3:12])[CH3:11])=[O:16])[CH2:22][CH2:21]2)=[C:7]([CH3:8])[O:6][N:5]=1, predict the reactants needed to synthesize it. The reactants are: Cl[CH2:2][C:3]1[C:4]([CH3:9])=[N:5][O:6][C:7]=1[CH3:8].[C:10]([O:14][C:15]([N:17]1[CH2:22][CH2:21][NH:20][CH2:19][CH2:18]1)=[O:16])([CH3:13])([CH3:12])[CH3:11].CCN(C(C)C)C(C)C. (6) Given the product [CH3:1][O:2][C:3]1[CH:8]=[CH:7][C:6]([C:9]2[N:14]=[C:13]([CH2:15][CH2:16][OH:17])[C:12]([CH3:19])=[CH:11][CH:10]=2)=[CH:5][CH:4]=1, predict the reactants needed to synthesize it. The reactants are: [CH3:1][O:2][C:3]1[CH:8]=[CH:7][C:6]([C:9]2[N:14]=[C:13]([CH2:15][C:16]([O-])=[O:17])[C:12]([CH3:19])=[CH:11][CH:10]=2)=[CH:5][CH:4]=1.[Li+].[BH4-]. (7) Given the product [CH3:1][O:2][C:3]1[CH:10]=[CH:9][C:6]([CH:7]2[CH:24]3[CH2:25][CH:21]=[CH:22][CH:23]3[C:16]3[CH:15]=[C:14]([C:12](=[O:13])[CH3:11])[CH:19]=[CH:18][C:17]=3[NH:20]2)=[CH:5][CH:4]=1, predict the reactants needed to synthesize it. The reactants are: [CH3:1][O:2][C:3]1[CH:10]=[CH:9][C:6]([CH:7]=O)=[CH:5][CH:4]=1.[CH3:11][C:12]([C:14]1[CH:19]=[CH:18][C:17]([NH2:20])=[CH:16][CH:15]=1)=[O:13].[CH:21]1[CH2:25][CH:24]=[CH:23][CH:22]=1.